From a dataset of Catalyst prediction with 721,799 reactions and 888 catalyst types from USPTO. Predict which catalyst facilitates the given reaction. (1) Reactant: [CH2:1]([O:5][CH2:6][CH2:7][O:8][C:9]1[CH:14]=[CH:13][C:12]([C:15]2[CH:16]=[CH:17][C:18]3[N:24]([CH2:25][CH:26]([CH3:28])[CH3:27])[CH2:23][CH2:22][C:21]([C:29]([NH:31][C:32]4[CH:37]=[CH:36][C:35]([S:38][CH2:39][C:40]5[CH:45]=[CH:44][CH:43]=[C:42]([CH3:46])[N:41]=5)=[CH:34][CH:33]=4)=[O:30])=[CH:20][C:19]=3[CH:47]=2)=[CH:11][CH:10]=1)[CH2:2][CH2:3][CH3:4].ClC1C=CC=C(C(OO)=[O:56])C=1.S([O-])([O-])(=O)=S.[Na+].[Na+]. Product: [CH2:1]([O:5][CH2:6][CH2:7][O:8][C:9]1[CH:10]=[CH:11][C:12]([C:15]2[CH:16]=[CH:17][C:18]3[N:24]([CH2:25][CH:26]([CH3:27])[CH3:28])[CH2:23][CH2:22][C:21]([C:29]([NH:31][C:32]4[CH:33]=[CH:34][C:35]([S:38]([CH2:39][C:40]5[CH:45]=[CH:44][CH:43]=[C:42]([CH3:46])[N:41]=5)=[O:56])=[CH:36][CH:37]=4)=[O:30])=[CH:20][C:19]=3[CH:47]=2)=[CH:13][CH:14]=1)[CH2:2][CH2:3][CH3:4]. The catalyst class is: 2. (2) Reactant: [CH3:1][O:2][C:3]1[CH:17]=[CH:16][C:6]([CH2:7][N:8]2[C:12](=[O:13])[CH2:11][NH:10][S:9]2(=[O:15])=[O:14])=[CH:5][CH:4]=1.[H-].[Na+].[C:20]([C:24]1[CH:25]=[C:26]([NH:37][C:38]([NH:40][C:41]2[CH:46]=[CH:45][C:44]([F:47])=[CH:43][CH:42]=2)=[O:39])[N:27]([C:29]2[CH:34]=[CH:33][CH:32]=[C:31]([CH2:35]Cl)[CH:30]=2)[N:28]=1)([CH3:23])([CH3:22])[CH3:21]. Product: [C:20]([C:24]1[CH:25]=[C:26]([NH:37][C:38]([NH:40][C:41]2[CH:46]=[CH:45][C:44]([F:47])=[CH:43][CH:42]=2)=[O:39])[N:27]([C:29]2[CH:34]=[CH:33][CH:32]=[C:31]([CH2:35][N:10]3[CH2:11][C:12](=[O:13])[N:8]([CH2:7][C:6]4[CH:5]=[CH:4][C:3]([O:2][CH3:1])=[CH:17][CH:16]=4)[S:9]3(=[O:15])=[O:14])[CH:30]=2)[N:28]=1)([CH3:23])([CH3:21])[CH3:22]. The catalyst class is: 3. (3) Reactant: [S:1]([CH2:11][CH2:12][O:13][C:14](=[O:17])[CH:15]=[CH2:16])([C:4]1[CH:10]=[CH:9][C:7]([CH3:8])=[CH:6][CH:5]=1)(=[O:3])=[O:2].[OH:18][CH2:19][CH2:20][CH2:21][O:22][C:23](=[O:27])[C:24]([CH3:26])=[CH2:25].[CH3:28][O:29][C:30](=[O:34])[C:31]([CH3:33])=[CH2:32].CC(N=NC(C#N)(C)C)(C#N)C. Product: [S:1]([CH2:11][CH2:12][O:13][C:14](=[O:17])[CH:15]=[CH2:16])([C:4]1[CH:5]=[CH:6][C:7]([CH3:8])=[CH:9][CH:10]=1)(=[O:3])=[O:2].[OH:18][CH2:19][CH2:20][CH2:21][O:22][C:23](=[O:27])[C:24]([CH3:26])=[CH2:25].[CH3:28][O:29][C:30](=[O:34])[C:31]([CH3:33])=[CH2:32]. The catalyst class is: 7. (4) Reactant: [N:1]1[C:10]2[CH:9]=[CH:8][CH:7]=[C:6]([OH:11])[C:5]=2[N:4]=[CH:3][CH:2]=1.[C:12]([O-])([O-])=O.[K+].[K+].IC. Product: [CH3:12][O:11][C:6]1[CH:7]=[CH:8][CH:9]=[C:10]2[C:5]=1[N:4]=[CH:3][CH:2]=[N:1]2. The catalyst class is: 3. (5) Reactant: [CH3:1][C:2]1[N:3]=[C:4]([NH:7][C:8]2[C:13]([OH:14])=[CH:12][CH:11]=[CH:10][N:9]=2)[S:5][CH:6]=1.[ClH:15].Br[CH2:17][C:18]1[CH:23]=[CH:22][CH:21]=[CH:20][N:19]=1.C(=O)([O-])[O-].[K+].[K+].CN(C=O)C. Product: [ClH:15].[ClH:15].[CH3:1][C:2]1[N:3]=[C:4]([NH:7][C:8]2[C:13]([O:14][CH2:17][C:18]3[CH:23]=[CH:22][CH:21]=[CH:20][N:19]=3)=[CH:12][CH:11]=[CH:10][N:9]=2)[S:5][CH:6]=1. The catalyst class is: 6.